The task is: Predict the reactants needed to synthesize the given product.. This data is from Full USPTO retrosynthesis dataset with 1.9M reactions from patents (1976-2016). (1) Given the product [O:6]=[S:5]1(=[O:7])[CH2:4][CH2:3][CH2:2][N:9]1[CH2:10][C:11]1[N:12]([CH2:25][CH:26]([CH3:28])[CH3:27])[C:13]2[C:22]3[N:21]=[CH:20][CH:19]=[CH:18][C:17]=3[N:16]=[C:15]([NH2:23])[C:14]=2[N:24]=1, predict the reactants needed to synthesize it. The reactants are: Cl[CH2:2][CH2:3][CH2:4][S:5](Cl)(=[O:7])=[O:6].[NH2:9][CH2:10][C:11]1[N:12]([CH2:25][CH:26]([CH3:28])[CH3:27])[C:13]2[C:22]3[N:21]=[CH:20][CH:19]=[CH:18][C:17]=3[N:16]=[C:15]([NH2:23])[C:14]=2[N:24]=1.N12CCCN=C1CCCCC2.O. (2) Given the product [NH2:7][C:8]1[CH:13]=[CH:12][C:11]([O:14][CH:23]2[CH2:28][CH2:27][N:26]([C:29]([O:31][C:32]([CH3:35])([CH3:34])[CH3:33])=[O:30])[CH2:25][CH2:24]2)=[CH:10][C:9]=1[N+:15]([O-:17])=[O:16], predict the reactants needed to synthesize it. The reactants are: C(=O)([O-])[O-].[Cs+].[Cs+].[NH2:7][C:8]1[CH:13]=[CH:12][C:11]([OH:14])=[CH:10][C:9]=1[N+:15]([O-:17])=[O:16].CS(O[CH:23]1[CH2:28][CH2:27][N:26]([C:29]([O:31][C:32]([CH3:35])([CH3:34])[CH3:33])=[O:30])[CH2:25][CH2:24]1)(=O)=O. (3) The reactants are: [OH:1][C:2]1[CH:7]=[CH:6][C:5]([CH2:8][CH2:9][C:10]([OH:12])=[O:11])=[CH:4][C:3]=1[CH:13]=[N:14][C:15]1[CH:20]=[CH:19][CH:18]=[CH:17][C:16]=1[OH:21].O[N:23]1[C:27](=[O:28])[CH2:26][CH2:25][C:24]1=[O:29]. Given the product [OH:1][C:2]1[CH:7]=[CH:6][C:5]([CH2:8][CH2:9][C:10]([O:12][N:23]2[C:27](=[O:28])[CH2:26][CH2:25][C:24]2=[O:29])=[O:11])=[CH:4][C:3]=1[CH:13]=[N:14][C:15]1[CH:20]=[CH:19][CH:18]=[CH:17][C:16]=1[OH:21], predict the reactants needed to synthesize it. (4) Given the product [F:20][C:2]([F:1])([F:19])[C:3]([CH3:17])([CH3:18])[CH2:4][N:6]1[CH2:11][CH2:10][CH:9]([CH2:12][OH:13])[CH2:8][CH2:7]1, predict the reactants needed to synthesize it. The reactants are: [F:1][C:2]([F:20])([F:19])[C:3]([CH3:18])([CH3:17])[C:4]([N:6]1[CH2:11][CH2:10][CH:9]([C:12](OCC)=[O:13])[CH2:8][CH2:7]1)=O.[H-].[H-].[H-].[H-].[Li+].[Al+3]. (5) Given the product [CH3:21][N:19]([CH3:20])[C:17]1[CH:16]=[C:15]([CH3:22])[N:14]=[C:13]([NH:12][C@@H:9]2[CH2:10][CH2:11][C@H:6]([C:4]([OH:5])=[O:3])[CH2:7][CH2:8]2)[N:18]=1, predict the reactants needed to synthesize it. The reactants are: C([O:3][C:4]([C@H:6]1[CH2:11][CH2:10][C@@H:9]([NH:12][C:13]2[N:18]=[C:17]([N:19]([CH3:21])[CH3:20])[CH:16]=[C:15]([CH3:22])[N:14]=2)[CH2:8][CH2:7]1)=[O:5])C.[OH-].[K+].Cl. (6) Given the product [CH2:20]([C:17]1([CH2:24][CH3:25])[CH:18]=[C:1]([C:2]2[CH:7]=[CH:6][CH:5]=[CH:4][CH:3]=2)[C:9]2[CH:14]=[CH:13][CH:12]=[CH:11][C:10]=2[S:15][CH2:16]1)[CH2:21][CH2:22][CH3:23], predict the reactants needed to synthesize it. The reactants are: [C:1]([C:9]1[CH:14]=[CH:13][CH:12]=[CH:11][C:10]=1[S:15][CH2:16][C:17]([CH2:24][CH3:25])([CH2:20][CH2:21][CH2:22][CH3:23])[CH:18]=O)(=O)[C:2]1[CH:7]=[CH:6][CH:5]=[CH:4][CH:3]=1. (7) Given the product [CH:1]1([C:4]2[C:8]([CH2:9][N:36]([CH3:37])[CH3:35])=[CH:7][N:6]([C:11]3[CH:16]=[CH:15][N:14]=[C:13]([NH:17][C:18]4[C:19]([O:33][CH3:34])=[CH:20][C:21]([N:27]([CH3:32])[CH:28]5[CH2:29][O:30][CH2:31]5)=[C:22]([NH:24][C:29](=[O:30])[CH:28]=[CH2:31])[CH:23]=4)[N:12]=3)[N:5]=2)[CH2:3][CH2:2]1, predict the reactants needed to synthesize it. The reactants are: [CH:1]1([C:4]2[C:8]([CH:9]=O)=[CH:7][N:6]([C:11]3[CH:16]=[CH:15][N:14]=[C:13]([NH:17][C:18]4[CH:23]=[C:22]([N+:24]([O-])=O)[C:21]([N:27]([CH3:32])[CH:28]5[CH2:31][O:30][CH2:29]5)=[CH:20][C:19]=4[O:33][CH3:34])[N:12]=3)[N:5]=2)[CH2:3][CH2:2]1.[CH3:35][NH:36][CH3:37].